From a dataset of Forward reaction prediction with 1.9M reactions from USPTO patents (1976-2016). Predict the product of the given reaction. (1) Given the reactants [CH3:1][C:2]1[CH:7]=[CH:6][C:5]([S:8]([O:11][CH2:12][C@H:13]([O:16][C:17]2[C:25](/[CH:26]=C/C)=[CH:24][CH:23]=[C:22]3[C:18]=2[CH:19]=[CH:20][N:21]3[S:29]([C:32]2[CH:37]=[CH:36][C:35]([CH3:38])=[CH:34][CH:33]=2)(=[O:31])=[O:30])[CH:14]=C)(=[O:10])=[O:9])=[CH:4][CH:3]=1, predict the reaction product. The product is: [CH3:1][C:2]1[CH:3]=[CH:4][C:5]([S:8]([O:11][CH2:12][C@@H:13]2[O:16][C:17]3=[C:18]4[C:22](=[CH:23][CH:24]=[C:25]3[CH:26]=[CH:14]2)[N:21]([S:29]([C:32]2[CH:33]=[CH:34][C:35]([CH3:38])=[CH:36][CH:37]=2)(=[O:30])=[O:31])[CH:20]=[CH:19]4)(=[O:10])=[O:9])=[CH:6][CH:7]=1. (2) Given the reactants [NH2:1][CH2:2][CH2:3][OH:4].[C:5]([Si:9](Cl)([CH3:11])[CH3:10])([CH3:8])([CH3:7])[CH3:6].C(N(CC)CC)C, predict the reaction product. The product is: [Si:9]([O:4][CH2:3][CH2:2][NH2:1])([C:5]([CH3:8])([CH3:7])[CH3:6])([CH3:11])[CH3:10]. (3) Given the reactants [ClH:1].[CH2:2]([NH:6][C:7](=[O:41])[C:8]1[CH:13]=[CH:12][C:11]([C:14]2[S:18][C:17]3[CH:19]=[C:20]([O:23]C)[CH:21]=[CH:22][C:16]=3[C:15]=2[O:25][C:26]2[CH:31]=[CH:30][C:29]([O:32][CH2:33][CH2:34][N:35]3[CH2:40][CH2:39][CH2:38][CH2:37][CH2:36]3)=[CH:28][CH:27]=2)=[CH:10][CH:9]=1)[CH:3]([CH3:5])[CH3:4].B(Br)(Br)Br.C(C(C(C([O-])=O)O)O)([O-])=O.[K+].[Na+], predict the reaction product. The product is: [ClH:1].[OH:23][C:20]1[CH:21]=[CH:22][C:16]2[C:15]([O:25][C:26]3[CH:31]=[CH:30][C:29]([O:32][CH2:33][CH2:34][N:35]4[CH2:36][CH2:37][CH2:38][CH2:39][CH2:40]4)=[CH:28][CH:27]=3)=[C:14]([C:11]3[CH:10]=[CH:9][C:8]([C:7]([NH:6][CH2:2][CH:3]([CH3:5])[CH3:4])=[O:41])=[CH:13][CH:12]=3)[S:18][C:17]=2[CH:19]=1. (4) Given the reactants [CH:1]1([C:7]([CH3:27])([CH2:13][N:14]([CH3:26])[C:15]([NH:17][C:18]([CH3:25])([CH2:20][C:21]([CH3:24])([CH3:23])[CH3:22])[CH3:19])=[O:16])[C:8](OCC)=[O:9])[CH2:6][CH2:5][CH2:4][CH2:3][CH2:2]1.C1(C(C)(CN(C)C(NC(C)(CC(C)(C)C)C)=O)C(OCC)=O)CCCCC=1.CC([O-])(C)C.[K+], predict the reaction product. The product is: [C:1]1([C:7]2([CH3:27])[CH2:13][N:14]([CH3:26])[C:15](=[O:16])[N:17]([C:18]([CH3:19])([CH2:20][C:21]([CH3:23])([CH3:24])[CH3:22])[CH3:25])[C:8]2=[O:9])[CH2:2][CH2:3][CH2:4][CH2:5][CH:6]=1. (5) Given the reactants [H-].[Na+].[C:3]([O:7][C:8]([N:10]1[CH2:15][CH2:14][NH:13][C:12](=[O:16])[CH2:11]1)=[O:9])([CH3:6])([CH3:5])[CH3:4].[CH3:17]I.O, predict the reaction product. The product is: [C:3]([O:7][C:8]([N:10]1[CH2:15][CH2:14][N:13]([CH3:17])[C:12](=[O:16])[CH2:11]1)=[O:9])([CH3:6])([CH3:4])[CH3:5].